Dataset: NCI-60 drug combinations with 297,098 pairs across 59 cell lines. Task: Regression. Given two drug SMILES strings and cell line genomic features, predict the synergy score measuring deviation from expected non-interaction effect. (1) Drug 1: CC1OCC2C(O1)C(C(C(O2)OC3C4COC(=O)C4C(C5=CC6=C(C=C35)OCO6)C7=CC(=C(C(=C7)OC)O)OC)O)O. Drug 2: CCC(=C(C1=CC=CC=C1)C2=CC=C(C=C2)OCCN(C)C)C3=CC=CC=C3.C(C(=O)O)C(CC(=O)O)(C(=O)O)O. Cell line: SF-268. Synergy scores: CSS=15.8, Synergy_ZIP=3.92, Synergy_Bliss=8.65, Synergy_Loewe=-7.77, Synergy_HSA=4.87. (2) Drug 1: COC1=CC(=CC(=C1O)OC)C2C3C(COC3=O)C(C4=CC5=C(C=C24)OCO5)OC6C(C(C7C(O6)COC(O7)C8=CC=CS8)O)O. Drug 2: CC1=C2C(C(=O)C3(C(CC4C(C3C(C(C2(C)C)(CC1OC(=O)C(C(C5=CC=CC=C5)NC(=O)C6=CC=CC=C6)O)O)OC(=O)C7=CC=CC=C7)(CO4)OC(=O)C)O)C)OC(=O)C. Cell line: KM12. Synergy scores: CSS=26.4, Synergy_ZIP=-6.43, Synergy_Bliss=-9.37, Synergy_Loewe=-3.50, Synergy_HSA=-1.85. (3) Drug 1: CN1C(=O)N2C=NC(=C2N=N1)C(=O)N. Drug 2: CC(C)NC(=O)C1=CC=C(C=C1)CNNC.Cl. Cell line: NCI-H322M. Synergy scores: CSS=-5.19, Synergy_ZIP=2.80, Synergy_Bliss=-0.301, Synergy_Loewe=-5.67, Synergy_HSA=-5.99. (4) Drug 1: C1=CC(=CC=C1CCCC(=O)O)N(CCCl)CCCl. Drug 2: CN(C(=O)NC(C=O)C(C(C(CO)O)O)O)N=O. Cell line: SK-MEL-5. Synergy scores: CSS=34.7, Synergy_ZIP=-5.76, Synergy_Bliss=-7.96, Synergy_Loewe=-6.57, Synergy_HSA=-5.01.